Dataset: Acute oral toxicity (LD50) regression data from Zhu et al.. Task: Regression/Classification. Given a drug SMILES string, predict its toxicity properties. Task type varies by dataset: regression for continuous values (e.g., LD50, hERG inhibition percentage) or binary classification for toxic/non-toxic outcomes (e.g., AMES mutagenicity, cardiotoxicity, hepatotoxicity). Dataset: ld50_zhu. (1) The molecule is CCOP(=S)(OCC)SCSP(=S)(OCC)OCC. The rat oral LD50 is 4.47, given as -log10 of the dose in mol/kg body weight (higher means more acutely toxic). (2) The compound is C=CCOC(OCC=C)C1OC(OCC=C)C(OCC=C)O1. The rat oral LD50 is 2.27, given as -log10 of the dose in mol/kg body weight (higher means more acutely toxic). (3) The drug is CCCCC(CC)CN1C(=O)C2C3C=CC(C3)C2C1=O. The rat oral LD50 is 1.99, given as -log10 of the dose in mol/kg body weight (higher means more acutely toxic). (4) The compound is CC=CCO. The rat oral LD50 is 1.89, given as -log10 of the dose in mol/kg body weight (higher means more acutely toxic). (5) The rat oral LD50 is 1.99, given as -log10 of the dose in mol/kg body weight (higher means more acutely toxic). The compound is CCN(CC)C(=O)c1cccc(C)c1. (6) The compound is c1ccc2c(c1)Oc1ccccc1O2. The rat oral LD50 is 2.18, given as -log10 of the dose in mol/kg body weight (higher means more acutely toxic).